This data is from Reaction yield outcomes from USPTO patents with 853,638 reactions. The task is: Predict the reaction yield, written as a fraction of the theoretical maximum amount of product (1.0 means a 100% yield; for example, 0.34 means a 34% yield). (1) The reactants are O1CCCC1.[CH3:6][CH:7]([OH:10])[CH2:8][CH3:9].[H-].[Na+].[Br:13][C:14]1[N:31]([CH2:32][O:33][CH2:34][CH2:35][Si:36]([CH3:39])([CH3:38])[CH3:37])[C:17]2[CH:18]=[N:19][N:20]([CH2:23][O:24][CH2:25][CH2:26][Si:27]([CH3:30])([CH3:29])[CH3:28])[C:21](=[O:22])[C:16]=2[C:15]=1[CH2:40]Br. The catalyst is O. The product is [Br:13][C:14]1[N:31]([CH2:32][O:33][CH2:34][CH2:35][Si:36]([CH3:39])([CH3:38])[CH3:37])[C:17]2[CH:18]=[N:19][N:20]([CH2:23][O:24][CH2:25][CH2:26][Si:27]([CH3:30])([CH3:29])[CH3:28])[C:21](=[O:22])[C:16]=2[C:15]=1[CH2:40][O:10][CH:7]([CH2:8][CH3:9])[CH3:6]. The yield is 0.550. (2) The product is [CH3:1][O:2][C:3]1[CH:4]=[C:5]([C:11]2[CH:16]=[CH:15][N:14]=[C:13]([NH:17][CH2:18][C:20]3[CH:28]=[CH:27][C:23]([C:24]([OH:26])=[O:25])=[CH:22][CH:21]=3)[N:12]=2)[CH:6]=[CH:7][C:8]=1[O:9][CH3:10]. The yield is 0.600. The reactants are [CH3:1][O:2][C:3]1[CH:4]=[C:5]([C:11]2[CH:16]=[CH:15][N:14]=[C:13]([NH2:17])[N:12]=2)[CH:6]=[CH:7][C:8]=1[O:9][CH3:10].[CH:18]([C:20]1[CH:28]=[CH:27][C:23]([C:24]([OH:26])=[O:25])=[CH:22][CH:21]=1)=O.C([Sn](Cl)(Cl)CCCC)CCC.C1([SiH3])C=CC=CC=1. The catalyst is C1COCC1.CC(N(C)C)=O. (3) The reactants are [CH2:1]([N:8]1[C:13](=[O:14])[C:12]2[C:15]([CH3:18])=[N:16][S:17][C:11]=2[N:10]=[C:9]1[CH2:19][CH:20]([CH3:22])[CH3:21])[C:2]1[CH:7]=[CH:6][CH:5]=[CH:4][CH:3]=1.C([O-])(=O)C.[Na+].[Br:28]Br.CCOC(C)=O. The catalyst is C(O)(=O)C. The product is [CH2:1]([N:8]1[C:13](=[O:14])[C:12]2[C:15]([CH3:18])=[N:16][S:17][C:11]=2[N:10]=[C:9]1[CH:19]([Br:28])[CH:20]([CH3:22])[CH3:21])[C:2]1[CH:3]=[CH:4][CH:5]=[CH:6][CH:7]=1. The yield is 0.990. (4) The catalyst is [C].[Pd].O1CCCC1. The product is [N:14]1[CH:15]=[CH:16][CH:17]=[CH:18][C:13]=1[C:10]1[NH:11][C:12]2[C:8]([CH:9]=1)=[CH:7][CH:6]=[CH:5][C:4]=2[NH2:1]. The yield is 0.850. The reactants are [N+:1]([C:4]1[CH:5]=[CH:6][CH:7]=[C:8]2[C:12]=1[NH:11][C:10]([C:13]1[CH:18]=[CH:17][CH:16]=[CH:15][N:14]=1)=[CH:9]2)([O-])=O.C(O)C. (5) The reactants are [C:1]([Si:5]([CH3:33])([CH3:32])[O:6][CH2:7][C@H:8]([CH2:19][N:20]1[CH:25]=[CH:24][C:23]([N:26]2C=NC=N2)=[N:22][C:21]1=[O:31])[C@H:9]([O:11][Si:12]([C:15]([CH3:18])([CH3:17])[CH3:16])([CH3:14])[CH3:13])[CH3:10])([CH3:4])([CH3:3])[CH3:2]. The catalyst is N.CO. The product is [C:1]([Si:5]([CH3:32])([CH3:33])[O:6][CH2:7][C@H:8]([CH2:19][N:20]1[CH:25]=[CH:24][C:23]([NH2:26])=[N:22][C:21]1=[O:31])[C@H:9]([O:11][Si:12]([C:15]([CH3:17])([CH3:18])[CH3:16])([CH3:14])[CH3:13])[CH3:10])([CH3:2])([CH3:3])[CH3:4]. The yield is 0.670. (6) The reactants are C(OC([NH:8][S:9]([NH:12][C:13]1[CH:18]=[CH:17][CH:16]=[C:15]([C:19]2[N:24]=[C:23]([C:25]3[CH:30]=[C:29]([C:31]4[CH:36]=[CH:35][C:34]([C:37]([F:40])([F:39])[F:38])=[CH:33][CH:32]=4)[CH:28]=[C:27]([CH3:41])[N:26]=3)[CH:22]=[CH:21][N:20]=2)[CH:14]=1)(=[O:11])=[O:10])=O)(C)(C)C.C(O)(C(F)(F)F)=O. No catalyst specified. The product is [CH3:41][C:27]1[N:26]=[C:25]([C:23]2[CH:22]=[CH:21][N:20]=[C:19]([C:15]3[CH:14]=[C:13]([NH:12][S:9]([NH2:8])(=[O:11])=[O:10])[CH:18]=[CH:17][CH:16]=3)[N:24]=2)[CH:30]=[C:29]([C:31]2[CH:36]=[CH:35][C:34]([C:37]([F:39])([F:38])[F:40])=[CH:33][CH:32]=2)[CH:28]=1. The yield is 0.780. (7) The reactants are [CH3:1][C:2]1[CH:3]=[CH:4][N:5]2[C:10]=1[C:9](=[O:11])[N:8]([C:12]1[CH:17]=[CH:16][CH:15]=[CH:14][CH:13]=1)[C:7]([C@@H:18]([NH:20][C:21]1[C:22]3[C:29]([C:30](O)=[O:31])=[CH:28][NH:27][C:23]=3[N:24]=[CH:25][N:26]=1)[CH3:19])=[N:6]2.[NH2:33][C:34]1[CH:35]=[C:36]([OH:40])[CH:37]=[CH:38][CH:39]=1.C(N(C(C)C)CC)(C)C.C(P1(=O)OP(CCC)(=O)OP(CCC)(=O)O1)CC. The catalyst is CN(C=O)C. The product is [OH:40][C:36]1[CH:35]=[C:34]([NH:33][C:30]([C:29]2[C:22]3[C:21]([NH:20][C@H:18]([C:7]4[N:8]([C:12]5[CH:13]=[CH:14][CH:15]=[CH:16][CH:17]=5)[C:9](=[O:11])[C:10]5=[C:2]([CH3:1])[CH:3]=[CH:4][N:5]5[N:6]=4)[CH3:19])=[N:26][CH:25]=[N:24][C:23]=3[NH:27][CH:28]=2)=[O:31])[CH:39]=[CH:38][CH:37]=1. The yield is 0.0600. (8) The reactants are [N-:1]=[N+:2]=[N-:3].[Na+].[CH3:5][O:6][C:7]1[CH:12]=[CH:11][C:10]([CH2:13][CH2:14][CH2:15][CH2:16]OS(C2C=CC(C)=CC=2)(=O)=O)=[CH:9][CH:8]=1. The catalyst is CN(C=O)C. The product is [CH3:5][O:6][C:7]1[CH:12]=[CH:11][C:10]([CH2:13][CH2:14][CH2:15][CH2:16][N:1]=[N+:2]=[N-:3])=[CH:9][CH:8]=1. The yield is 0.950.